From a dataset of Forward reaction prediction with 1.9M reactions from USPTO patents (1976-2016). Predict the product of the given reaction. (1) Given the reactants [O-]CC.[Na+].O=[C:6]1[CH2:11][CH2:10][N:9]([C:12]([O:14][C:15]([CH3:18])([CH3:17])[CH3:16])=[O:13])[CH2:8][CH:7]1[C:19]([O:21]C)=O.[O:23]1[C:27]([C:28]2[CH:33]=[CH:32][C:31]([NH:34][C:35]([NH2:37])=[NH:36])=[CH:30][CH:29]=2)=[CH:26][N:25]=[CH:24]1, predict the reaction product. The product is: [OH:21][C:19]1[C:7]2[CH2:8][N:9]([C:12]([O:14][C:15]([CH3:16])([CH3:17])[CH3:18])=[O:13])[CH2:10][CH2:11][C:6]=2[N:37]=[C:35]([NH:34][C:31]2[CH:32]=[CH:33][C:28]([C:27]3[O:23][CH:24]=[N:25][CH:26]=3)=[CH:29][CH:30]=2)[N:36]=1. (2) Given the reactants [C:1]([C:9]1[CH:42]=[CH:41][C:12]2[N:13]([CH2:17][CH2:18][O:19][C:20]3[CH:25]=[CH:24][C:23]([CH2:26][CH:27]([N:32]([C:34]([O:36][C:37]([CH3:40])([CH3:39])[CH3:38])=[O:35])[CH3:33])[C:28]([O:30][CH3:31])=[O:29])=[CH:22][CH:21]=3)[C:14](=[O:16])[S:15][C:11]=2[CH:10]=1)(=O)[C:2]1[CH:7]=[CH:6][CH:5]=[CH:4][CH:3]=1.[CH3:43][O:44][NH2:45], predict the reaction product. The product is: [C:37]([O:36][C:34]([N:32]([CH3:33])[CH:27]([CH2:26][C:23]1[CH:22]=[CH:21][C:20]([O:19][CH2:18][CH2:17][N:13]2[C:12]3[CH:41]=[CH:42][C:9]([C:1](=[N:45][O:44][CH3:43])[C:2]4[CH:7]=[CH:6][CH:5]=[CH:4][CH:3]=4)=[CH:10][C:11]=3[S:15][C:14]2=[O:16])=[CH:25][CH:24]=1)[C:28]([O:30][CH3:31])=[O:29])=[O:35])([CH3:40])([CH3:38])[CH3:39]. (3) Given the reactants C([NH:9][C:10]1([C:19]([OH:21])=[O:20])[CH:15]2[CH2:16][CH2:17][CH2:18][CH:11]1[CH2:12][CH2:13][CH2:14]2)(=O)C1C=CC=CC=1, predict the reaction product. The product is: [NH2:9][C:10]1([C:19]([OH:21])=[O:20])[CH:15]2[CH2:16][CH2:17][CH2:18][CH:11]1[CH2:12][CH2:13][CH2:14]2. (4) Given the reactants [F:1][CH:2]([F:24])[C:3]1[N:8]2[N:9]=[CH:10][C:11]([C:12]#[CH:13])=[C:7]2[N:6]=[C:5]([C:14]2[CH:19]=[CH:18][C:17]([C:20]([F:23])([F:22])[F:21])=[CH:16][CH:15]=2)[CH:4]=1.Br[C:26]1[CH:27]=[CH:28][C:29]([O:41][CH3:42])=[C:30]([S:32]([NH:35][C:36]([CH3:40])([CH3:39])[CH2:37][OH:38])(=[O:34])=[O:33])[CH:31]=1, predict the reaction product. The product is: [F:24][CH:2]([F:1])[C:3]1[N:8]2[N:9]=[CH:10][C:11]([C:12]#[C:13][C:26]3[CH:27]=[CH:28][C:29]([O:41][CH3:42])=[C:30]([S:32]([NH:35][C:36]([CH3:39])([CH3:40])[CH2:37][OH:38])(=[O:34])=[O:33])[CH:31]=3)=[C:7]2[N:6]=[C:5]([C:14]2[CH:19]=[CH:18][C:17]([C:20]([F:23])([F:22])[F:21])=[CH:16][CH:15]=2)[CH:4]=1.